This data is from Forward reaction prediction with 1.9M reactions from USPTO patents (1976-2016). The task is: Predict the product of the given reaction. Given the reactants [CH3:1][C:2]1([CH3:19])[CH2:11][C:10](=[O:12])[C:9]2[C:4](=[CH:5][CH:6]=[C:7]([C:13]#[C:14][Si](C)(C)C)[CH:8]=2)[S:3]1.C([O-])([O-])=O.[K+].[K+], predict the reaction product. The product is: [C:13]([C:7]1[CH:8]=[C:9]2[C:4](=[CH:5][CH:6]=1)[S:3][C:2]([CH3:1])([CH3:19])[CH2:11][C:10]2=[O:12])#[CH:14].